From a dataset of Reaction yield outcomes from USPTO patents with 853,638 reactions. Predict the reaction yield, written as a fraction of the theoretical maximum amount of product (1.0 means a 100% yield; for example, 0.34 means a 34% yield). (1) The reactants are [Cl:1][C:2]1[CH:3]=[C:4]([CH:9]2[CH2:13][N:12]([C:14]([CH:16]3[CH2:21][CH2:20][NH:19][CH2:18][CH2:17]3)=[O:15])[CH2:11][CH:10]2[N:22]([CH3:37])[C:23](=[O:36])[C:24]2[CH:29]=[CH:28][C:27]([O:30][CH3:31])=[C:26]([C:32]([F:35])([F:34])[F:33])[CH:25]=2)[CH:5]=[CH:6][C:7]=1[Cl:8].Br[CH2:39][CH2:40][C:41]#[N:42].C(=O)([O-])[O-].[Na+].[Na+]. The catalyst is ClCCl.C(OCC)(=O)C. The product is [C:41]([CH2:40][CH2:39][N:19]1[CH2:20][CH2:21][CH:16]([C:14]([N:12]2[CH2:13][CH:9]([C:4]3[CH:5]=[CH:6][C:7]([Cl:8])=[C:2]([Cl:1])[CH:3]=3)[CH:10]([N:22]([CH3:37])[C:23](=[O:36])[C:24]3[CH:29]=[CH:28][C:27]([O:30][CH3:31])=[C:26]([C:32]([F:33])([F:34])[F:35])[CH:25]=3)[CH2:11]2)=[O:15])[CH2:17][CH2:18]1)#[N:42]. The yield is 0.930. (2) The reactants are [Si:1]([O:8][C@H:9]1[C@@H:13]([O:14][Si:15]([C:18]([CH3:21])([CH3:20])[CH3:19])([CH3:17])[CH3:16])[C@H:12]([N:22]2[CH:27]=[CH:26][C:25](=[O:28])[NH:24][C:23]2=[O:29])[O:11][CH:10]1[C@H:30]([OH:62])[C@@H:31]([C:55]([O:57][C:58]([CH3:61])([CH3:60])[CH3:59])=[O:56])[NH:32][CH2:33][CH2:34][CH2:35][NH:36][C:37](=[O:54])[C@H:38](CC(C)C)[NH:39][C:40](=[O:49])[O:41][CH2:42][C:43]1[CH:48]=[CH:47][CH:46]=[CH:45][CH:44]=1)([C:4]([CH3:7])([CH3:6])[CH3:5])([CH3:3])[CH3:2].C[C@H](NC(=O)O[CH2:75][C:76]1[CH:81]=[CH:80][CH:79]=[CH:78][CH:77]=1)C(=O)NCCC=O.[C:83](O[BH-](OC(=O)C)OC(=O)C)(=[O:85])C.[Na+].O1CCC[CH2:98]1. The catalyst is C(O)(=O)C. The product is [Si:1]([O:8][C@H:9]1[C@@H:13]([O:14][Si:15]([C:18]([CH3:21])([CH3:19])[CH3:20])([CH3:17])[CH3:16])[C@H:12]([N:22]2[CH:27]=[CH:26][C:25](=[O:28])[N:24]([CH2:75][C:76]3[CH:77]=[CH:78][C:79]([O:85][CH3:83])=[CH:80][CH:81]=3)[C:23]2=[O:29])[O:11][CH:10]1[C@H:30]([OH:62])[C@@H:31]([C:55]([O:57][C:58]([CH3:60])([CH3:61])[CH3:59])=[O:56])[NH:32][CH2:33][CH2:34][CH2:35][NH:36][C:37](=[O:54])[C@H:38]([CH3:98])[NH:39][C:40](=[O:49])[O:41][CH2:42][C:43]1[CH:48]=[CH:47][CH:46]=[CH:45][CH:44]=1)([C:4]([CH3:7])([CH3:6])[CH3:5])([CH3:3])[CH3:2]. The yield is 0.390. (3) The reactants are C([NH:5][C:6](=O)[CH2:7][Cl:8])(C)(C)C.[C:10](Cl)(=[O:15])[C:11]([CH3:14])([CH3:13])[CH3:12]. The catalyst is CN(C=O)C. The yield is 0.310. The product is [Cl:8][CH2:7][CH2:6][NH:5][C:10](=[O:15])[C:11]([CH3:14])([CH3:13])[CH3:12]. (4) The reactants are Cl[CH2:2][C:3]1[CH:8]=[CH:7][C:6]([O:9][CH3:10])=[CH:5][CH:4]=1.[CH:11]1([C:14]2[C:15]([N:24]3[CH2:29][CH2:28][N:27]([C:30]([O:32][C:33]([CH3:36])([CH3:35])[CH3:34])=[O:31])[CH2:26][CH2:25]3)=[C:16]3[C:22]([I:23])=[N:21][NH:20][C:17]3=[N:18][CH:19]=2)[CH2:13][CH2:12]1.C(=O)([O-])[O-].[K+].[K+].CCOC(C)=O. The catalyst is CN(C=O)C.O. The product is [CH:11]1([C:14]2[C:15]([N:24]3[CH2:29][CH2:28][N:27]([C:30]([O:32][C:33]([CH3:36])([CH3:35])[CH3:34])=[O:31])[CH2:26][CH2:25]3)=[C:16]3[C:22]([I:23])=[N:21][N:20]([CH2:2][C:3]4[CH:8]=[CH:7][C:6]([O:9][CH3:10])=[CH:5][CH:4]=4)[C:17]3=[N:18][CH:19]=2)[CH2:12][CH2:13]1. The yield is 0.570. (5) The reactants are C([O:8][CH:9]1[C:15]2[CH:16]=[C:17]([Cl:20])[CH:18]=[CH:19][C:14]=2[C:13](=[O:21])[CH:12]=[CH:11][CH2:10]1)C1C=CC=CC=1. The catalyst is CCOC(C)=O.[Pd]. The product is [Cl:20][C:17]1[CH:18]=[CH:19][C:14]2[C:13](=[O:21])[CH2:12][CH2:11][CH2:10][CH:9]([OH:8])[C:15]=2[CH:16]=1. The yield is 0.900. (6) The reactants are C1CO[C:8]2[CH:7]=[CH:6][C:5]([NH:11][C:12]3[C:17]([F:18])=[CH:16][N:15]=[C:14]([NH:19][C:20]4[CH:25]=[CH:24][CH:23]=[C:22](O)[CH:21]=4)[N:13]=3)=[CH:4][C:3]=2[O:2]1.ClC1N=C(NC2C=CC=C(O)C=2)C(F)=C[N:29]=1.N1C=CC=CC=1CN. No catalyst specified. The product is [F:18][C:17]1[C:12]([NH:11][C:5]2[CH:6]=[CH:7][CH:8]=[C:3]([OH:2])[CH:4]=2)=[N:13][C:14]([NH:19][CH2:20][C:25]2[CH:24]=[CH:23][CH:22]=[CH:21][N:29]=2)=[N:15][CH:16]=1. The yield is 0.620. (7) The yield is 0.590. The product is [OH:1][C:2]1[CH:9]=[C:8]([OH:10])[CH:7]=[CH:6][C:3]=1[C:4]#[N:16]. The catalyst is C(O)(=O)C. The reactants are [OH:1][C:2]1[CH:9]=[C:8]([OH:10])[CH:7]=[CH:6][C:3]=1[CH:4]=O.C([O-])(=O)C.[Na+].[N+:16](CC)([O-])=O. (8) The reactants are [OH-].[Na+].C([O:5][C:6]([C:8]1[C:9]([NH:28][C:29]2[CH:30]=[C:31]([CH3:35])[CH:32]=[CH:33][CH:34]=2)=[N:10][C:11]([CH2:14][CH2:15][CH2:16][N:17]2[C:25](=[O:26])[C:24]3[C:19](=[CH:20][CH:21]=[CH:22][CH:23]=3)[C:18]2=[O:27])=[N:12][CH:13]=1)=[O:7])C.Cl. The catalyst is C(O)C.C1COCC1. The product is [O:26]=[C:25]1[C:24]2[C:19](=[CH:20][CH:21]=[CH:22][CH:23]=2)[C:18](=[O:27])[N:17]1[CH2:16][CH2:15][CH2:14][C:11]1[N:10]=[C:9]([NH:28][C:29]2[CH:30]=[C:31]([CH3:35])[CH:32]=[CH:33][CH:34]=2)[C:8]([C:6]([OH:7])=[O:5])=[CH:13][N:12]=1. The yield is 0.980. (9) The reactants are Cl.C(OC(=O)[NH:8][CH:9]1[CH2:14][CH2:13][CH:12]([N:15]2[C:20](=[O:21])[C:19]3[CH:22]=[C:23]([F:26])[CH:24]=[N:25][C:18]=3[N:17]([C:27]3[CH:28]=[C:29]([C:33]4[CH:38]=[CH:37][CH:36]=[CH:35][CH:34]=4)[CH:30]=[CH:31][CH:32]=3)[C:16]2=[O:39])[CH2:11][CH2:10]1)(C)(C)C. The catalyst is O1CCOCC1. The product is [NH2:8][C@@H:9]1[CH2:14][CH2:13][C@H:12]([N:15]2[C:20](=[O:21])[C:19]3[CH:22]=[C:23]([F:26])[CH:24]=[N:25][C:18]=3[N:17]([C:27]3[CH:28]=[C:29]([C:33]4[CH:38]=[CH:37][CH:36]=[CH:35][CH:34]=4)[CH:30]=[CH:31][CH:32]=3)[C:16]2=[O:39])[CH2:11][CH2:10]1. The yield is 0.900. (10) The reactants are [CH2:1]([C:3]1[CH2:7][CH:6]=[C:5]([C:8]([CH3:11])([CH3:10])[CH3:9])[CH:4]=1)[CH3:2].[CH3:12]O.N1CC[CH2:16][CH2:15]1.Cl. The catalyst is CC(C)=O. The product is [C:8]([C:5]1[CH:6]=[C:7]([CH2:15][CH3:16])[C:3](=[C:1]([CH3:12])[CH3:2])[CH:4]=1)([CH3:10])([CH3:9])[CH3:11]. The yield is 0.740.